From a dataset of Forward reaction prediction with 1.9M reactions from USPTO patents (1976-2016). Predict the product of the given reaction. (1) Given the reactants [CH:1]1([NH:4][C:5]2[N:10]3[N:11]=[CH:12][C:13]([CH:14]=O)=[C:9]3[N:8]=[C:7]([NH:16][C:17]3[CH:24]=[CH:23][C:20]([C:21]#[N:22])=[CH:19][CH:18]=3)[CH:6]=2)[CH2:3][CH2:2]1.[CH3:25][N:26]1[C:30](=[O:31])[CH2:29][NH:28][C:27]1=[O:32].N1CCCCC1, predict the reaction product. The product is: [CH:1]1([NH:4][C:5]2[N:10]3[N:11]=[CH:12][C:13](/[CH:14]=[C:29]4\[NH:28][C:27](=[O:32])[N:26]([CH3:25])[C:30]\4=[O:31])=[C:9]3[N:8]=[C:7]([NH:16][C:17]3[CH:24]=[CH:23][C:20]([C:21]#[N:22])=[CH:19][CH:18]=3)[CH:6]=2)[CH2:2][CH2:3]1. (2) Given the reactants [I:1][C:2]1[CH:3]=[C:4]([N+:9]([O-:11])=[O:10])[C:5](O)=[N:6][CH:7]=1.C(=O)([O-])O.[Na+].P(Cl)([Cl:26])(OC1C=CC=CC=1)=O, predict the reaction product. The product is: [Cl:26][C:5]1[C:4]([N+:9]([O-:11])=[O:10])=[CH:3][C:2]([I:1])=[CH:7][N:6]=1.